Dataset: CYP3A4 inhibition data for predicting drug metabolism from PubChem BioAssay. Task: Regression/Classification. Given a drug SMILES string, predict its absorption, distribution, metabolism, or excretion properties. Task type varies by dataset: regression for continuous measurements (e.g., permeability, clearance, half-life) or binary classification for categorical outcomes (e.g., BBB penetration, CYP inhibition). Dataset: cyp3a4_veith. The result is 1 (inhibitor). The molecule is Cc1cccc(Oc2coc3cc(OC(=O)c4cccs4)ccc3c2=O)c1.